This data is from Tox21: 12 toxicity assays (nuclear receptors and stress response pathways). The task is: Binary classification across 12 toxicity assays. (1) The compound is COC(=O)/C=C\C(=O)OC. It tested positive (active) for: SR-ARE (Antioxidant Response Element (oxidative stress)). (2) The molecule is C[Sn](C)(Cl)Cl. It tested positive (active) for: SR-ARE (Antioxidant Response Element (oxidative stress)), and SR-HSE (Heat Shock Element response). (3) The compound is CC(=O)CC(=O)Nc1ccccc1. It tested positive (active) for: NR-AR (Androgen Receptor agonist activity), NR-AR-LBD (Androgen Receptor Ligand Binding Domain agonist), and NR-ER (Estrogen Receptor agonist activity).